From a dataset of Full USPTO retrosynthesis dataset with 1.9M reactions from patents (1976-2016). Predict the reactants needed to synthesize the given product. Given the product [C:5]([O:15][CH2:8][C:9]1[CH:14]=[CH:13][CH:12]=[CH:11][CH:10]=1)(=[O:6])[CH2:4][CH2:3][C:2]([CH3:1])=[O:7], predict the reactants needed to synthesize it. The reactants are: [CH3:1][C:2]1[O:7][C:5](=[O:6])[CH2:4][CH:3]=1.[CH2:8]([OH:15])[C:9]1[CH:14]=[CH:13][CH:12]=[CH:11][CH:10]=1.